Dataset: Peptide-MHC class II binding affinity with 134,281 pairs from IEDB. Task: Regression. Given a peptide amino acid sequence and an MHC pseudo amino acid sequence, predict their binding affinity value. This is MHC class II binding data. The peptide sequence is YLGLEVLTRARAALT. The MHC is HLA-DQA10102-DQB10502 with pseudo-sequence HLA-DQA10102-DQB10502. The binding affinity (normalized) is 0.292.